This data is from Catalyst prediction with 721,799 reactions and 888 catalyst types from USPTO. The task is: Predict which catalyst facilitates the given reaction. Reactant: [NH2:1][CH2:2][CH2:3][O:4][C:5]1[CH:6]=[C:7]2[C:12](=[CH:13][CH:14]=1)[CH:11]=[C:10]([CH2:15][CH2:16][NH:17][S:18]([CH3:21])(=[O:20])=[O:19])[CH:9]=[CH:8]2.C(N(CC)CC)C.[CH:29]([S:32](Cl)(=[O:34])=[O:33])([CH3:31])[CH3:30]. Product: [CH3:30][CH:29]([S:32]([NH:1][CH2:2][CH2:3][O:4][C:5]1[CH:6]=[C:7]2[C:12](=[CH:13][CH:14]=1)[CH:11]=[C:10]([CH2:15][CH2:16][NH:17][S:18]([CH3:21])(=[O:20])=[O:19])[CH:9]=[CH:8]2)(=[O:34])=[O:33])[CH3:31]. The catalyst class is: 2.